The task is: Predict the reaction yield, written as a fraction of the theoretical maximum amount of product (1.0 means a 100% yield; for example, 0.34 means a 34% yield).. This data is from Reaction yield outcomes from USPTO patents with 853,638 reactions. (1) The reactants are [Cl:1][C:2]1[CH:7]=[CH:6][N:5]=[C:4]2[NH:8][N:9]=[CH:10][C:3]=12.[Br:11]N1C(=O)CCC1=O. The yield is 0.600. The product is [Br:11][C:10]1[C:3]2[C:4](=[N:5][CH:6]=[CH:7][C:2]=2[Cl:1])[NH:8][N:9]=1. The catalyst is C(O)(=O)C. (2) The reactants are Cl.[CH3:2][O:3][C:4]1[CH:12]=[C:11]([NH:13][NH2:14])[CH:10]=[CH:9][C:5]=1[C:6]([OH:8])=[O:7].[CH3:15][C:16]([CH3:23])([CH3:22])[C:17](=O)[CH2:18][C:19]#[N:20].Cl.[OH-].[Na+]. The catalyst is C(O)C. The product is [NH2:20][C:19]1[N:13]([C:11]2[CH:10]=[CH:9][C:5]([C:6]([OH:8])=[O:7])=[C:4]([O:3][CH3:2])[CH:12]=2)[N:14]=[C:17]([C:16]([CH3:23])([CH3:22])[CH3:15])[CH:18]=1. The yield is 0.610. (3) The reactants are [C:1]1(C)[CH:6]=CC=C[CH:2]=1.CC(C)=O.[CH2:12]([NH2:19])[C:13]1[CH:18]=[CH:17][CH:16]=[CH:15][CH:14]=1. The catalyst is O. The product is [C:13]1([CH2:12][N:19]=[C:1]([CH3:6])[CH3:2])[CH:18]=[CH:17][CH:16]=[CH:15][CH:14]=1. The yield is 0.690. (4) The reactants are [H-].[Na+].[O:3]=[C:4]1[NH:9][CH2:8][CH2:7][N:6]([C:10]([O:12][C:13]([CH3:16])([CH3:15])[CH3:14])=[O:11])[CH2:5]1.[Cl:17][C:18]1[CH:23]=[CH:22][C:21]([CH2:24]Cl)=[CH:20][N:19]=1.C([O-])(O)=O.[Na+]. The catalyst is CN(C=O)C. The product is [Cl:17][C:18]1[N:19]=[CH:20][C:21]([CH2:24][N:9]2[CH2:8][CH2:7][N:6]([C:10]([O:12][C:13]([CH3:16])([CH3:15])[CH3:14])=[O:11])[CH2:5][C:4]2=[O:3])=[CH:22][CH:23]=1. The yield is 0.910. (5) The reactants are Br[C:2]1[CH:7]=[CH:6][C:5]([O:8][CH3:9])=[CH:4][C:3]=1[CH3:10].[C:11]([C:13]1[CH:18]=[CH:17][C:16](B(O)O)=[CH:15][CH:14]=1)#[N:12].[Na].O1CCCC1. The catalyst is O. The product is [CH3:9][O:8][C:5]1[CH:6]=[CH:7][C:2]([C:16]2[CH:17]=[CH:18][C:13]([C:11]#[N:12])=[CH:14][CH:15]=2)=[C:3]([CH3:10])[CH:4]=1. The yield is 0.510.